This data is from Peptide-MHC class II binding affinity with 134,281 pairs from IEDB. The task is: Regression. Given a peptide amino acid sequence and an MHC pseudo amino acid sequence, predict their binding affinity value. This is MHC class II binding data. (1) The peptide sequence is ALSDPYLSFAAALNG. The MHC is DRB1_0101 with pseudo-sequence DRB1_0101. The binding affinity (normalized) is 0.585. (2) The peptide sequence is MIRIIAQGPKATFEA. The MHC is DRB1_0301 with pseudo-sequence DRB1_0301. The binding affinity (normalized) is 0.518. (3) The peptide sequence is WMIHTLEALDYKECE. The MHC is DRB1_0404 with pseudo-sequence DRB1_0404. The binding affinity (normalized) is 0.706. (4) The peptide sequence is DIYNYMEPYVSKVDP. The MHC is DRB1_0101 with pseudo-sequence DRB1_0101. The binding affinity (normalized) is 0.760. (5) The peptide sequence is DALTLRTATNIWIDH. The MHC is DRB1_0301 with pseudo-sequence DRB1_0301. The binding affinity (normalized) is 0.355. (6) The peptide sequence is GSHEVNGTWMIHTLE. The MHC is HLA-DQA10201-DQB10301 with pseudo-sequence HLA-DQA10201-DQB10301. The binding affinity (normalized) is 0.637. (7) The peptide sequence is GGRLAFQEFMIVPSG. The MHC is HLA-DQA10501-DQB10301 with pseudo-sequence HLA-DQA10501-DQB10301. The binding affinity (normalized) is 0.277. (8) The peptide sequence is GELQIVDKIDAAFFI. The MHC is DRB1_1201 with pseudo-sequence DRB1_1201. The binding affinity (normalized) is 0.780. (9) The peptide sequence is GELQIVDKIDWAFKI. The MHC is DRB1_0404 with pseudo-sequence DRB1_0404. The binding affinity (normalized) is 0.526. (10) The peptide sequence is RTEIDKPSQHHHHHH. The MHC is HLA-DPA10103-DPB10301 with pseudo-sequence HLA-DPA10103-DPB10301. The binding affinity (normalized) is 0.